From a dataset of Forward reaction prediction with 1.9M reactions from USPTO patents (1976-2016). Predict the product of the given reaction. Given the reactants C(=O)([O-])[O-].[Cs+].[Cs+].[Cl:7][C:8]1[CH:20]=[CH:19][C:11]([N:12]([CH2:16][CH2:17]I)[CH2:13][CH2:14]I)=[CH:10][CH:9]=1.[Br:21][C:22]1[CH:30]=[C:29]2[C:25]([CH2:26][C:27](=[O:38])[N:28]2C(OC(C)(C)C)=O)=[CH:24][CH:23]=1, predict the reaction product. The product is: [Br:21][C:22]1[CH:30]=[C:29]2[NH:28][C:27](=[O:38])[C:26]3([CH2:17][CH2:16][N:12]([C:11]4[CH:19]=[CH:20][C:8]([Cl:7])=[CH:9][CH:10]=4)[CH2:13][CH2:14]3)[C:25]2=[CH:24][CH:23]=1.